Dataset: Catalyst prediction with 721,799 reactions and 888 catalyst types from USPTO. Task: Predict which catalyst facilitates the given reaction. (1) Reactant: Cl.Cl.[NH:3]1[CH2:8][CH2:7][CH:6]([CH2:9][CH2:10][CH2:11][CH2:12][NH:13][C:14](=[O:23])[CH:15]=[CH:16][C:17]2[CH:18]=[N:19][CH:20]=[CH:21][CH:22]=2)[CH2:5][CH2:4]1.[CH:24]1[C:33]2[C:28](=[CH:29][CH:30]=[CH:31][CH:32]=2)[CH:27]=[CH:26][C:25]=1[S:34](Cl)(=[O:36])=[O:35]. Product: [CH:24]1[C:33]2[C:28](=[CH:29][CH:30]=[CH:31][CH:32]=2)[CH:27]=[CH:26][C:25]=1[S:34]([N:3]1[CH2:8][CH2:7][CH:6]([CH2:9][CH2:10][CH2:11][CH2:12][NH:13][C:14](=[O:23])[CH:15]=[CH:16][C:17]2[CH:18]=[N:19][CH:20]=[CH:21][CH:22]=2)[CH2:5][CH2:4]1)(=[O:35])=[O:36]. The catalyst class is: 4. (2) Reactant: [OH:1][CH:2]1[CH2:7][CH2:6][CH:5]([C:8]([O:10][CH2:11][CH3:12])=[O:9])[CH2:4][CH2:3]1.CCN(C(C)C)C(C)C.[Si:22](Cl)([C:35]([CH3:38])([CH3:37])[CH3:36])([C:29]1[CH:34]=[CH:33][CH:32]=[CH:31][CH:30]=1)[C:23]1[CH:28]=[CH:27][CH:26]=[CH:25][CH:24]=1. Product: [Si:22]([O:1][CH:2]1[CH2:3][CH2:4][CH:5]([C:8]([O:10][CH2:11][CH3:12])=[O:9])[CH2:6][CH2:7]1)([C:35]([CH3:38])([CH3:37])[CH3:36])([C:29]1[CH:30]=[CH:31][CH:32]=[CH:33][CH:34]=1)[C:23]1[CH:28]=[CH:27][CH:26]=[CH:25][CH:24]=1. The catalyst class is: 64.